This data is from Forward reaction prediction with 1.9M reactions from USPTO patents (1976-2016). The task is: Predict the product of the given reaction. (1) Given the reactants Br[C:2]1[CH:10]=[CH:9][C:8]([C:11]([NH2:13])=[O:12])=[C:7]2[C:3]=1[CH:4]=[C:5]([CH3:14])[NH:6]2.CC1(C)C(C)(C)OB([C:23]2[CH:24]=[C:25]([CH:27]=[CH:28][CH:29]=2)[NH2:26])O1.C([O-])([O-])=O.[Na+].[Na+], predict the reaction product. The product is: [NH2:26][C:25]1[CH:24]=[C:23]([C:2]2[CH:10]=[CH:9][C:8]([C:11]([NH2:13])=[O:12])=[C:7]3[C:3]=2[CH:4]=[C:5]([CH3:14])[NH:6]3)[CH:29]=[CH:28][CH:27]=1. (2) Given the reactants [NH2:1][C:2]1[CH:7]=[CH:6][CH:5]=[CH:4][C:3]=1[OH:8].Br[CH2:10][CH2:11]Br.C([O-])([O-])=O.[K+].[K+].O, predict the reaction product. The product is: [O:8]1[CH2:11][CH2:10][NH:1][C:2]2[CH:7]=[CH:6][CH:5]=[CH:4][C:3]1=2. (3) Given the reactants [OH:1][C:2]1[CH:10]=[C:9]2[C:5]([CH2:6][NH:7][C:8]2=[O:11])=[CH:4][CH:3]=1.[CH2:12](Br)[C:13]#[CH:14].C([O-])([O-])=O.[K+].[K+], predict the reaction product. The product is: [CH2:14]([O:1][C:2]1[CH:10]=[C:9]2[C:5]([CH2:6][NH:7][C:8]2=[O:11])=[CH:4][CH:3]=1)[C:13]#[CH:12]. (4) Given the reactants [OH:1][CH2:2][CH:3]1[CH:7]2[O:8][C:9]([CH3:12])([CH3:11])[O:10][CH:6]2[CH:5]([N:13]2[CH:21]=[N:20][C:19]3[C:14]2=[N:15][CH:16]=[N:17][C:18]=3[NH:22][C:23]([NH:25][C:26]2[CH:31]=[CH:30][CH:29]=[CH:28][CH:27]=2)=[O:24])[O:4]1.CC(C)([O-])C.[K+].Cl[C:39]1[N:47]=[CH:46][CH:45]=[CH:44][C:40]=1[C:41]([OH:43])=[O:42], predict the reaction product. The product is: [CH3:12][C:9]1([CH3:11])[O:10][CH:6]2[CH:5]([N:13]3[CH:21]=[N:20][C:19]4[C:14]3=[N:15][CH:16]=[N:17][C:18]=4[NH:22][C:23]([NH:25][C:26]3[CH:31]=[CH:30][CH:29]=[CH:28][CH:27]=3)=[O:24])[O:4][CH:3]([CH2:2][O:1][C:39]3[N:47]=[CH:46][CH:45]=[CH:44][C:40]=3[C:41]([OH:43])=[O:42])[CH:7]2[O:8]1. (5) Given the reactants [C:1]([NH:5][C:6]1[N:11]=[C:10]([C:12]2[CH:17]=[CH:16][CH:15]=[CH:14][N:13]=2)[CH:9]=[C:8]([C:18]2[CH:19]=[N:20][CH:21]=[C:22]([C:24]3[CH:29]=[CH:28][C:27]([C:30]([N:32]4[CH2:37][CH2:36][NH:35][CH2:34][CH2:33]4)=[O:31])=[CH:26][CH:25]=3)[CH:23]=2)[CH:7]=1)([CH3:4])([CH3:3])[CH3:2].N1(C(C2C=CC(B3OC(C)(C)C(C)(C)O3)=CC=2)=O)CCNC[CH2:39]1.B(O)O, predict the reaction product. The product is: [C:1]([NH:5][C:6]1[N:11]=[C:10]([C:12]2[CH:17]=[CH:16][CH:15]=[CH:14][N:13]=2)[CH:9]=[C:8]([C:18]2[CH:19]=[N:20][CH:21]=[C:22]([C:24]3[CH:25]=[CH:26][C:27]([C:30]([N:32]4[CH2:37][CH2:36][N:35]([CH3:39])[CH2:34][CH2:33]4)=[O:31])=[CH:28][CH:29]=3)[CH:23]=2)[CH:7]=1)([CH3:4])([CH3:2])[CH3:3]. (6) Given the reactants Cl[C:2]1[N:7]=[CH:6][N:5]=[C:4]([O:8][C:9]2[CH:14]=[CH:13][C:12]([NH:15][C:16]([NH:18][C:19]3[CH:24]=[CH:23][C:22]([N:25]4[CH2:30][CH2:29][O:28][CH2:27][CH2:26]4)=[C:21]([C:31]([F:34])([F:33])[F:32])[CH:20]=3)=[O:17])=[CH:11][CH:10]=2)[CH:3]=1.[CH3:35][C:36]#[N:37].[OH2:38], predict the reaction product. The product is: [N:25]1([C:22]2[CH:23]=[CH:24][C:19]([NH:18][C:16](=[O:17])[NH:15][C:12]3[CH:13]=[CH:14][C:9]([O:8][C:4]4[N:5]=[CH:6][N:7]=[C:2]([NH:37][C:36](=[O:38])[CH3:35])[CH:3]=4)=[CH:10][CH:11]=3)=[CH:20][C:21]=2[C:31]([F:34])([F:33])[F:32])[CH2:30][CH2:29][O:28][CH2:27][CH2:26]1.